This data is from Reaction yield outcomes from USPTO patents with 853,638 reactions. The task is: Predict the reaction yield, written as a fraction of the theoretical maximum amount of product (1.0 means a 100% yield; for example, 0.34 means a 34% yield). (1) The reactants are [CH2:1]([O:3][C:4](=[O:19])[C:5]([C:10]([C:12]1[C:17](Cl)=[N:16][CH:15]=[CH:14][N:13]=1)=[O:11])=[CH:6][N:7]([CH3:9])C)[CH3:2].C(OC(C1C(=O)C2C(=CC=CN=2)N(C[C:37]2[CH:42]=[CH:41][CH:40]=[CH:39][C:38]=2[C:43]2[CH:48]=[CH:47][CH:46]=[CH:45][CH:44]=2)C=1)=O)C. No catalyst specified. The product is [CH2:1]([O:3][C:4]([C:5]1[C:10](=[O:11])[C:12]2[C:17]([N:7]([CH2:9][C:48]3[CH:47]=[CH:46][CH:45]=[CH:44][C:43]=3[C:38]3[CH:37]=[CH:42][CH:41]=[CH:40][CH:39]=3)[CH:6]=1)=[N:16][CH:15]=[CH:14][N:13]=2)=[O:19])[CH3:2]. The yield is 0.367. (2) The reactants are [NH2:1][C:2]1[CH:30]=[CH:29][C:5]2[NH:6][C:7]([C:12]3[C:13](=[O:28])[N:14]([CH2:23][CH2:24][CH:25]([CH3:27])[CH3:26])[C:15]4[C:20]([C:21]=3[OH:22])=[CH:19][CH:18]=[CH:17][N:16]=4)=[N:8][S:9](=[O:11])(=[O:10])[C:4]=2[CH:3]=1.[F:31][C:32]([F:43])([F:42])[C:33](O[C:33](=[O:34])[C:32]([F:43])([F:42])[F:31])=[O:34]. The catalyst is C(Cl)(Cl)Cl. The product is [F:31][C:32]([F:43])([F:42])[C:33]([NH:1][C:2]1[CH:30]=[CH:29][C:5]2[NH:6][C:7]([C:12]3[C:13](=[O:28])[N:14]([CH2:23][CH2:24][CH:25]([CH3:27])[CH3:26])[C:15]4[C:20]([C:21]=3[OH:22])=[CH:19][CH:18]=[CH:17][N:16]=4)=[N:8][S:9](=[O:11])(=[O:10])[C:4]=2[CH:3]=1)=[O:34]. The yield is 0.920. (3) The reactants are [CH3:1][O:2][CH:3]([O:7][CH3:8])[CH2:4][NH:5][CH3:6].C(=O)(O)[O-].[Na+].[C:14]1([CH2:20][C:21](Cl)=[O:22])[CH:19]=[CH:18][CH:17]=[CH:16][CH:15]=1. The catalyst is CC(OC)(C)C.O. The product is [CH3:6][N:5]([CH2:4][CH:3]([O:7][CH3:8])[O:2][CH3:1])[C:21](=[O:22])[CH2:20][C:14]1[CH:19]=[CH:18][CH:17]=[CH:16][CH:15]=1. The yield is 0.980. (4) The reactants are [N+:1]([C:4]1[CH:9]=[CH:8][CH:7]=[CH:6][C:5]=1[NH:10][NH2:11])([O-:3])=[O:2].[CH3:12][CH2:13][C:14](=O)[C:15](=[O:18])[CH2:16][CH3:17].C(O)C. The catalyst is S(=O)(=O)(O)O.O. The product is [N+:1]([C:4]1[CH:9]=[CH:8][CH:7]=[CH:6][C:5]=1[NH:10][N:11]=[C:14]([C:15](=[O:18])[CH2:16][CH3:17])[CH2:13][CH3:12])([O-:3])=[O:2]. The yield is 0.960. (5) The reactants are [CH3:1][O:2][CH2:3][C@H:4]1[CH2:8][CH2:7][CH2:6][N:5]1[C:9]([C:11]1[CH:12]=[C:13]([CH:17]=[C:18]([C:20]2[O:21][CH:22]=[CH:23][N:24]=2)[CH:19]=1)[C:14]([OH:16])=O)=[O:10].CCN(C(C)C)C(C)C.CN(C(ON1N=NC2C=CC=NC1=2)=[N+](C)C)C.F[P-](F)(F)(F)(F)F.[NH2:58][C@@H:59]([CH2:85][C:86]1[CH:91]=[C:90]([F:92])[CH:89]=[C:88]([F:93])[CH:87]=1)[C@@H:60]([C@H:69]1[CH2:73][C@@H:72]([O:74][CH2:75][CH2:76][CH3:77])[CH2:71][N:70]1[C:78]([O:80][C:81]([CH3:84])([CH3:83])[CH3:82])=[O:79])[O:61][Si:62]([C:65]([CH3:68])([CH3:67])[CH3:66])([CH3:64])[CH3:63]. The product is [Si:62]([O:61][C@H:60]([C@H:69]1[CH2:73][C@@H:72]([O:74][CH2:75][CH2:76][CH3:77])[CH2:71][N:70]1[C:78]([O:80][C:81]([CH3:82])([CH3:84])[CH3:83])=[O:79])[C@@H:59]([NH:58][C:14](=[O:16])[C:13]1[CH:17]=[C:18]([C:20]2[O:21][CH:22]=[CH:23][N:24]=2)[CH:19]=[C:11]([C:9]([N:5]2[CH2:6][CH2:7][CH2:8][C@@H:4]2[CH2:3][O:2][CH3:1])=[O:10])[CH:12]=1)[CH2:85][C:86]1[CH:91]=[C:90]([F:92])[CH:89]=[C:88]([F:93])[CH:87]=1)([C:65]([CH3:68])([CH3:66])[CH3:67])([CH3:64])[CH3:63]. The catalyst is ClCCl. The yield is 0.700.